From a dataset of Catalyst prediction with 721,799 reactions and 888 catalyst types from USPTO. Predict which catalyst facilitates the given reaction. (1) Reactant: N1C=CC=CC=1.[C:7](Cl)(Cl)=[O:8].[N:11]1[CH:16]=[CH:15][C:14]([S:17][C:18]2[CH:24]=[CH:23][C:21]([NH2:22])=[CH:20][CH:19]=2)=[CH:13][CH:12]=1.[CH3:25][O:26][C:27]1[CH:33]=[CH:32][C:31]([C:34]([F:37])([F:36])[F:35])=[CH:30][C:28]=1[NH2:29].[OH-].[Na+]. Product: [CH3:25][O:26][C:27]1[CH:33]=[CH:32][C:31]([C:34]([F:35])([F:37])[F:36])=[CH:30][C:28]=1[NH:29][C:7]([NH:22][C:21]1[CH:23]=[CH:24][C:18]([S:17][C:14]2[CH:13]=[CH:12][N:11]=[CH:16][CH:15]=2)=[CH:19][CH:20]=1)=[O:8]. The catalyst class is: 390. (2) Reactant: [Cl:1][C:2]1[CH:14]=[C:13]([Cl:15])[C:12]([O:16][C:17]2[N:21]([CH3:22])[N:20]=[C:19]([CH2:23][O:24][CH3:25])[C:18]=2[CH:26]=[CH2:27])=[CH:11][C:3]=1[O:4][C@@H:5]([CH3:10])[C:6]([O:8]C)=[O:7].O.[OH-].[Li+].Cl. Product: [Cl:1][C:2]1[CH:14]=[C:13]([Cl:15])[C:12]([O:16][C:17]2[N:21]([CH3:22])[N:20]=[C:19]([CH2:23][O:24][CH3:25])[C:18]=2[CH:26]=[CH2:27])=[CH:11][C:3]=1[O:4][C@@H:5]([CH3:10])[C:6]([OH:8])=[O:7]. The catalyst class is: 30.